From a dataset of Forward reaction prediction with 1.9M reactions from USPTO patents (1976-2016). Predict the product of the given reaction. (1) Given the reactants [C:1]([O:5][C:6](=[O:14])[C:7]1[CH:12]=[CH:11][CH:10]=[CH:9][C:8]=1[OH:13])([CH3:4])([CH3:3])[CH3:2].F[P-](F)(F)(F)(F)F.N1(OC(N(C)C)=[N+](C)C)C2C=CC=CC=2N=N1.[CH2:39]([O:59][CH:60]([CH2:72][CH3:73])[C:61]([NH:63][C@@H:64]([CH2:68][CH:69]([CH3:71])[CH3:70])[C:65](O)=[O:66])=[O:62])[CH2:40][CH2:41][CH2:42]/[CH:43]=[CH:44]\[CH2:45]/[CH:46]=[CH:47]\[CH2:48]/[CH:49]=[CH:50]\[CH2:51]/[CH:52]=[CH:53]\[CH2:54]/[CH:55]=[CH:56]\[CH2:57][CH3:58].CCOCC, predict the reaction product. The product is: [CH2:39]([O:59][CH:60]([CH2:72][CH3:73])[C:61]([NH:63][C@@H:64]([CH2:68][CH:69]([CH3:71])[CH3:70])[C:65]([O:13][C:8]1[CH:9]=[CH:10][CH:11]=[CH:12][C:7]=1[C:6]([O:5][C:1]([CH3:4])([CH3:2])[CH3:3])=[O:14])=[O:66])=[O:62])[CH2:40][CH2:41][CH2:42]/[CH:43]=[CH:44]\[CH2:45]/[CH:46]=[CH:47]\[CH2:48]/[CH:49]=[CH:50]\[CH2:51]/[CH:52]=[CH:53]\[CH2:54]/[CH:55]=[CH:56]\[CH2:57][CH3:58]. (2) Given the reactants [OH:1][C:2]1[CH:3]=[CH:4][C:5]2[C:17](=[O:18])[C:16]3[C:15]4[C:10](=[CH:11][C:12]([C:19]#[N:20])=[CH:13][CH:14]=4)[NH:9][C:8]=3[C:7]([CH3:22])([CH3:21])[C:6]=2[CH:23]=1.[CH3:24][N:25]1[CH2:30][CH2:29][CH:28](O)[CH2:27][CH2:26]1, predict the reaction product. The product is: [CH3:22][C:7]1([CH3:21])[C:8]2[NH:9][C:10]3[C:15](=[CH:14][CH:13]=[C:12]([C:19]#[N:20])[CH:11]=3)[C:16]=2[C:17](=[O:18])[C:5]2[CH:4]=[CH:3][C:2]([O:1][CH:28]3[CH2:29][CH2:30][N:25]([CH3:24])[CH2:26][CH2:27]3)=[CH:23][C:6]1=2.